Predict which catalyst facilitates the given reaction. From a dataset of Catalyst prediction with 721,799 reactions and 888 catalyst types from USPTO. (1) Reactant: C(N1CCN(C2N=C(Br)C=C3C=CSC=23)CC1)C.[CH2:19]([N:21]1[CH2:26][CH2:25][N:24]([C:27]2[N:28]=[C:29]([C:36]3[CH:41]=[CH:40][C:39]([O:42][CH2:43][CH2:44][O:45]C(=O)C)=[C:38]([Cl:49])[CH:37]=3)[CH:30]=[C:31]3[CH:35]=[CH:34][S:33][C:32]=23)[CH2:23][CH2:22]1)[CH3:20].Cl. Product: [CH2:19]([N:21]1[CH2:26][CH2:25][N:24]([C:27]2[N:28]=[C:29]([C:36]3[CH:41]=[CH:40][C:39]([O:42][CH2:43][CH2:44][OH:45])=[C:38]([Cl:49])[CH:37]=3)[CH:30]=[C:31]3[CH:35]=[CH:34][S:33][C:32]=23)[CH2:23][CH2:22]1)[CH3:20]. The catalyst class is: 13. (2) Reactant: [OH:1][N:2]1[C:6](=[O:7])[C:5]2=[CH:8][CH:9]=[CH:10][CH:11]=[C:4]2[C:3]1=[O:12].[C:13]([O-])(=[O:15])[CH3:14].[Na+].BrCCO.O. Product: [OH:15][CH2:13][CH2:14][O:1][N:2]1[C:3](=[O:12])[C:4]2[C:5](=[CH:8][CH:9]=[CH:10][CH:11]=2)[C:6]1=[O:7]. The catalyst class is: 16.